From a dataset of Catalyst prediction with 721,799 reactions and 888 catalyst types from USPTO. Predict which catalyst facilitates the given reaction. (1) Reactant: [CH2:1]([O:3][P:4]([C:9]1[CH:10]=[C:11]([C:14]2[S:15][CH:16]=[CH:17][C:18]=2[P:19]([O:24][CH2:25][CH3:26])([O:21][CH2:22][CH3:23])=[O:20])[S:12][CH:13]=1)([O:6][CH2:7][CH3:8])=[O:5])[CH3:2].[I:27]N1C(=O)CCC1=O.S([O-])([O-])(=O)=S.[Na+].[Na+]. Product: [CH2:7]([O:6][P:4]([C:9]1[CH:10]=[C:11]([C:14]2[S:15][C:16]([I:27])=[CH:17][C:18]=2[P:19]([O:21][CH2:22][CH3:23])([O:24][CH2:25][CH3:26])=[O:20])[S:12][CH:13]=1)([O:3][CH2:1][CH3:2])=[O:5])[CH3:8]. The catalyst class is: 845. (2) Reactant: [Cl:1][C:2]1[CH:18]=[CH:17][C:16]([C@H:19]2[C@H:24]([O:25]CC3C=CC=CC=3)[C@@H:23]([O:33]CC3C=CC=CC=3)[C@H:22]([O:41]CC3C=CC=CC=3)[C@@H:21]([CH2:49][O:50]CC3C=CC=CC=3)[S:20]2)=[CH:15][C:3]=1[CH2:4][C:5]1[CH:14]=[CH:13][C:8]2[O:9][CH2:10][CH2:11][O:12][C:7]=2[CH:6]=1.B(Cl)(Cl)Cl. Product: [Cl:1][C:2]1[CH:18]=[CH:17][C:16]([C@H:19]2[C@H:24]([OH:25])[C@@H:23]([OH:33])[C@H:22]([OH:41])[C@@H:21]([CH2:49][OH:50])[S:20]2)=[CH:15][C:3]=1[CH2:4][C:5]1[CH:14]=[CH:13][C:8]2[O:9][CH2:10][CH2:11][O:12][C:7]=2[CH:6]=1. The catalyst class is: 4.